Dataset: HIV replication inhibition screening data with 41,000+ compounds from the AIDS Antiviral Screen. Task: Binary Classification. Given a drug SMILES string, predict its activity (active/inactive) in a high-throughput screening assay against a specified biological target. (1) The drug is COc1ccc(C=NNC(=S)Nc2ccccc2)cc1. The result is 0 (inactive). (2) The drug is CC1(C)OC(=O)C(=Cc2ccc(Br)cc2)C(=O)O1. The result is 0 (inactive). (3) The molecule is CC(C)N1CN(C(C(=O)NC2C(=O)N3C2SC(C)(C)C3C(=O)O)c2ccccc2)CSC1=S. The result is 0 (inactive).